Task: Predict the reaction yield, written as a fraction of the theoretical maximum amount of product (1.0 means a 100% yield; for example, 0.34 means a 34% yield).. Dataset: Reaction yield outcomes from USPTO patents with 853,638 reactions The reactants are [CH3:1][C:2]1[CH:7]=[CH:6][N:5]=[C:4]([NH2:8])[C:3]=1[NH2:9].[Cl:10][C:11]1[CH:19]=[CH:18][C:14]([C:15](O)=O)=[CH:13][CH:12]=1.[OH-].[Na+]. The catalyst is O. The product is [Cl:10][C:11]1[CH:19]=[CH:18][C:14]([C:15]2[NH:8][C:4]3=[N:5][CH:6]=[CH:7][C:2]([CH3:1])=[C:3]3[N:9]=2)=[CH:13][CH:12]=1. The yield is 0.830.